From a dataset of NCI-60 drug combinations with 297,098 pairs across 59 cell lines. Regression. Given two drug SMILES strings and cell line genomic features, predict the synergy score measuring deviation from expected non-interaction effect. (1) Drug 1: C1=CC(=CC=C1CCCC(=O)O)N(CCCl)CCCl. Drug 2: CCCS(=O)(=O)NC1=C(C(=C(C=C1)F)C(=O)C2=CNC3=C2C=C(C=N3)C4=CC=C(C=C4)Cl)F. Cell line: SK-MEL-2. Synergy scores: CSS=-25.3, Synergy_ZIP=-1.81, Synergy_Bliss=-19.4, Synergy_Loewe=-23.1, Synergy_HSA=-22.7. (2) Drug 1: C1C(C(OC1N2C=NC3=C2NC=NCC3O)CO)O. Drug 2: C(CCl)NC(=O)N(CCCl)N=O. Cell line: ACHN. Synergy scores: CSS=3.31, Synergy_ZIP=1.67, Synergy_Bliss=4.31, Synergy_Loewe=0.967, Synergy_HSA=1.59. (3) Drug 1: C1=C(C(=O)NC(=O)N1)F. Drug 2: CC(C)(C#N)C1=CC=C(C=C1)N2C3=C4C=C(C=CC4=NC=C3N(C2=O)C)C5=CC6=CC=CC=C6N=C5. Cell line: UACC62. Synergy scores: CSS=52.8, Synergy_ZIP=-0.740, Synergy_Bliss=-0.946, Synergy_Loewe=-8.26, Synergy_HSA=5.60. (4) Drug 1: CC(C1=C(C=CC(=C1Cl)F)Cl)OC2=C(N=CC(=C2)C3=CN(N=C3)C4CCNCC4)N. Drug 2: C1C(C(OC1N2C=NC(=NC2=O)N)CO)O. Cell line: NCI-H522. Synergy scores: CSS=10.6, Synergy_ZIP=-3.73, Synergy_Bliss=-0.783, Synergy_Loewe=-1.03, Synergy_HSA=-0.538. (5) Drug 1: C1CCC(C1)C(CC#N)N2C=C(C=N2)C3=C4C=CNC4=NC=N3. Drug 2: C1=CC=C(C=C1)NC(=O)CCCCCCC(=O)NO. Cell line: BT-549. Synergy scores: CSS=2.13, Synergy_ZIP=0.460, Synergy_Bliss=3.15, Synergy_Loewe=-2.46, Synergy_HSA=0.0307.